This data is from Forward reaction prediction with 1.9M reactions from USPTO patents (1976-2016). The task is: Predict the product of the given reaction. Given the reactants [F:1][C:2]([F:53])([F:52])[C:3]1[CH:4]=[C:5]([CH:13]([N:15]([CH2:27][C:28]2[CH:33]=[C:32]([C:34]([F:37])([F:36])[F:35])[CH:31]=[CH:30][C:29]=2[N:38]([CH2:41][C@H:42]2[CH2:47][CH2:46][C@H:45]([CH2:48][C:49]([OH:51])=[O:50])[CH2:44][CH2:43]2)[CH2:39][CH3:40])[C:16]2[N:21]=[CH:20][C:19]([O:22][CH2:23][CH2:24][S:25][CH3:26])=[CH:18][N:17]=2)[CH3:14])[CH:6]=[C:7]([C:9]([F:12])([F:11])[F:10])[CH:8]=1.[CH2:54](O)[C:55]1[CH:60]=[CH:59][CH:58]=[CH:57][CH:56]=1.CCN=C=NCCCN(C)C.Cl.O, predict the reaction product. The product is: [CH2:54]([O:50][C:49](=[O:51])[CH2:48][C@H:45]1[CH2:46][CH2:47][C@H:42]([CH2:41][N:38]([C:29]2[CH:30]=[CH:31][C:32]([C:34]([F:36])([F:37])[F:35])=[CH:33][C:28]=2[CH2:27][N:15]([CH:13]([C:5]2[CH:4]=[C:3]([C:2]([F:1])([F:52])[F:53])[CH:8]=[C:7]([C:9]([F:12])([F:11])[F:10])[CH:6]=2)[CH3:14])[C:16]2[N:17]=[CH:18][C:19]([O:22][CH2:23][CH2:24][S:25][CH3:26])=[CH:20][N:21]=2)[CH2:39][CH3:40])[CH2:43][CH2:44]1)[C:55]1[CH:60]=[CH:59][CH:58]=[CH:57][CH:56]=1.